From a dataset of Catalyst prediction with 721,799 reactions and 888 catalyst types from USPTO. Predict which catalyst facilitates the given reaction. (1) Reactant: Cl.[CH3:2][N:3]([CH3:7])[CH2:4][CH2:5]Cl.[CH3:8][C:9]1[N:14]=[C:13]([NH:15][S:16]([C:19]2[CH:24]=[CH:23][C:22]([C:25]3[CH:30]=[CH:29][C:28]([C:31]#[N:32])=[CH:27][CH:26]=3)=[CH:21][CH:20]=2)(=[O:18])=[O:17])[CH:12]=[CH:11][CH:10]=1.C(=O)([O-])[O-].[K+].[K+].Cl. Product: [CH3:2][N:3]([CH3:7])[CH2:4][CH2:5][N:15]([C:13]1[CH:12]=[CH:11][CH:10]=[C:9]([CH3:8])[N:14]=1)[S:16]([C:19]1[CH:24]=[CH:23][C:22]([C:25]2[CH:30]=[CH:29][C:28]([C:31]#[N:32])=[CH:27][CH:26]=2)=[CH:21][CH:20]=1)(=[O:17])=[O:18]. The catalyst class is: 9. (2) Reactant: [CH3:1][O:2][C:3](=[O:13])[C:4]1[CH:9]=[CH:8][C:7](N)=[CH:6][C:5]=1[O:11][CH3:12].S(=O)(=O)(O)O.N([O-])=O.[Na+].[I-:23].[K+].II. Product: [CH3:1][O:2][C:3](=[O:13])[C:4]1[CH:9]=[CH:8][C:7]([I:23])=[CH:6][C:5]=1[O:11][CH3:12]. The catalyst class is: 6. (3) Reactant: [F:1][CH:2]([F:26])[O:3][C:4]1[CH:9]=[CH:8][C:7]([C:10](=[O:25])[C:11]([C:13]2[CH:18]=[CH:17][C:16]([F:19])=[C:15]([C:20]#[C:21][CH2:22][CH2:23]O)[CH:14]=2)=[O:12])=[CH:6][CH:5]=1.CN(S(F)(F)[F:31])C.C(=O)(O)[O-].[Na+].[Cl-].[Na+]. Product: [F:1][CH:2]([F:26])[O:3][C:4]1[CH:9]=[CH:8][C:7]([C:10](=[O:25])[C:11]([C:13]2[CH:18]=[CH:17][C:16]([F:19])=[C:15]([C:20]#[C:21][CH2:22][CH2:23][F:31])[CH:14]=2)=[O:12])=[CH:6][CH:5]=1. The catalyst class is: 4. (4) Reactant: [Cl:1][C:2]1[S:6][C:5]([S:7]([NH:10][C:11](=[O:15])OCC)(=[O:9])=[O:8])=[CH:4][CH:3]=1.[NH2:16][C:17]1[C:26](=[O:27])[C:25]2[C:20](=[CH:21][C:22]([NH:29][CH:30]3[CH2:35][CH2:34][CH2:33][CH2:32][CH2:31]3)=[C:23]([F:28])[CH:24]=2)[N:19]([CH:36]([CH3:38])[CH3:37])[CH:18]=1. Product: [Cl:1][C:2]1[S:6][C:5]([S:7]([NH:10][C:11]([NH:16][C:17]2[C:26](=[O:27])[C:25]3[C:20](=[CH:21][C:22]([NH:29][CH:30]4[CH2:35][CH2:34][CH2:33][CH2:32][CH2:31]4)=[C:23]([F:28])[CH:24]=3)[N:19]([CH:36]([CH3:38])[CH3:37])[CH:18]=2)=[O:15])(=[O:8])=[O:9])=[CH:4][CH:3]=1. The catalyst class is: 11. (5) Reactant: [F:1][C:2]1[CH:3]=[CH:4][C:5]([C:21]([F:24])([F:23])[F:22])=[C:6]([CH:20]=1)[C:7]([N:9]1[CH2:14][CH2:13][N:12]([C:15](=[O:19])[C:16](Cl)=[O:17])[CH2:11][CH2:10]1)=[O:8].Cl.N1(C=O)CCNCC1.FC1C=CC(C(F)(F)F)=C(C=1)C(O)=O.[NH2:48][C:49]1[CH:50]=[C:51]([CH:56]=[CH:57][CH:58]=1)[C:52]([NH:54][CH3:55])=[O:53].CCN(CC)CC. Product: [F:1][C:2]1[CH:3]=[CH:4][C:5]([C:21]([F:24])([F:23])[F:22])=[C:6]([CH:20]=1)[C:7]([N:9]1[CH2:14][CH2:13][N:12]([C:15](=[O:19])[C:16]([NH:48][C:49]2[CH:50]=[C:51]([CH:56]=[CH:57][CH:58]=2)[C:52]([NH:54][CH3:55])=[O:53])=[O:17])[CH2:11][CH2:10]1)=[O:8]. The catalyst class is: 2.